This data is from Reaction yield outcomes from USPTO patents with 853,638 reactions. The task is: Predict the reaction yield, written as a fraction of the theoretical maximum amount of product (1.0 means a 100% yield; for example, 0.34 means a 34% yield). The reactants are Cl[C:2]1[CH:7]=[C:6]([O:8][CH3:9])[CH:5]=[C:4]([Cl:10])[N:3]=1.[NH:11]1[CH2:16][CH2:15][O:14][CH2:13][CH2:12]1. No catalyst specified. The product is [Cl:10][C:4]1[N:3]=[C:2]([N:11]2[CH2:16][CH2:15][O:14][CH2:13][CH2:12]2)[CH:7]=[C:6]([O:8][CH3:9])[CH:5]=1. The yield is 0.430.